Dataset: Full USPTO retrosynthesis dataset with 1.9M reactions from patents (1976-2016). Task: Predict the reactants needed to synthesize the given product. (1) Given the product [F:13][C:14]1[CH:19]=[CH:18][CH:17]=[CH:16][C:15]=1[C:20]1([C:26]([NH:2][NH:1][C:3]2[CH:12]=[CH:11][CH:10]=[C:9]3[C:4]=2[CH:5]=[CH:6][CH:7]=[N:8]3)=[O:27])[CH2:25][CH2:24][CH2:23][CH2:22][CH2:21]1, predict the reactants needed to synthesize it. The reactants are: [NH:1]([C:3]1[CH:12]=[CH:11][CH:10]=[C:9]2[C:4]=1[CH:5]=[CH:6][CH:7]=[N:8]2)[NH2:2].[F:13][C:14]1[CH:19]=[CH:18][CH:17]=[CH:16][C:15]=1[C:20]1([C:26](Cl)=[O:27])[CH2:25][CH2:24][CH2:23][CH2:22][CH2:21]1. (2) Given the product [CH3:1][O:2][C:3]1[CH:8]=[CH:7][C:6]([CH2:9][CH2:10][CH2:11][C:12]([NH2:16])=[O:14])=[CH:5][CH:4]=1, predict the reactants needed to synthesize it. The reactants are: [CH3:1][O:2][C:3]1[CH:8]=[CH:7][C:6]([CH2:9][CH2:10][CH2:11][C:12]([OH:14])=O)=[CH:5][CH:4]=1.C[N:16]1CCOCC1.C(=O)=O.ClC(OCC(C)C)=O.N.CO.[Cl-].[Na+].